Dataset: NCI-60 drug combinations with 297,098 pairs across 59 cell lines. Task: Regression. Given two drug SMILES strings and cell line genomic features, predict the synergy score measuring deviation from expected non-interaction effect. (1) Drug 1: CC1=C(C=C(C=C1)NC(=O)C2=CC=C(C=C2)CN3CCN(CC3)C)NC4=NC=CC(=N4)C5=CN=CC=C5. Drug 2: C1=NNC2=C1C(=O)NC=N2. Cell line: UO-31. Synergy scores: CSS=3.31, Synergy_ZIP=-2.42, Synergy_Bliss=1.32, Synergy_Loewe=-0.306, Synergy_HSA=1.28. (2) Drug 1: CC1=C(C(=CC=C1)Cl)NC(=O)C2=CN=C(S2)NC3=CC(=NC(=N3)C)N4CCN(CC4)CCO. Drug 2: CCCCC(=O)OCC(=O)C1(CC(C2=C(C1)C(=C3C(=C2O)C(=O)C4=C(C3=O)C=CC=C4OC)O)OC5CC(C(C(O5)C)O)NC(=O)C(F)(F)F)O. Cell line: SK-MEL-28. Synergy scores: CSS=44.8, Synergy_ZIP=-1.67, Synergy_Bliss=-1.68, Synergy_Loewe=-2.72, Synergy_HSA=-1.93. (3) Drug 1: CNC(=O)C1=CC=CC=C1SC2=CC3=C(C=C2)C(=NN3)C=CC4=CC=CC=N4. Drug 2: CC1CCC2CC(C(=CC=CC=CC(CC(C(=O)C(C(C(=CC(C(=O)CC(OC(=O)C3CCCCN3C(=O)C(=O)C1(O2)O)C(C)CC4CCC(C(C4)OC)OCCO)C)C)O)OC)C)C)C)OC. Cell line: MCF7. Synergy scores: CSS=13.5, Synergy_ZIP=-10.4, Synergy_Bliss=-4.52, Synergy_Loewe=-12.0, Synergy_HSA=-3.54. (4) Drug 1: CNC(=O)C1=NC=CC(=C1)OC2=CC=C(C=C2)NC(=O)NC3=CC(=C(C=C3)Cl)C(F)(F)F. Drug 2: CC12CCC3C(C1CCC2OP(=O)(O)O)CCC4=C3C=CC(=C4)OC(=O)N(CCCl)CCCl.[Na+]. Cell line: EKVX. Synergy scores: CSS=5.73, Synergy_ZIP=11.0, Synergy_Bliss=18.0, Synergy_Loewe=10.3, Synergy_HSA=10.5.